From a dataset of Peptide-MHC class II binding affinity with 134,281 pairs from IEDB. Regression. Given a peptide amino acid sequence and an MHC pseudo amino acid sequence, predict their binding affinity value. This is MHC class II binding data. (1) The peptide sequence is EDMLEVWNRVWITNN. The MHC is HLA-DQA10201-DQB10303 with pseudo-sequence HLA-DQA10201-DQB10303. The binding affinity (normalized) is 0.236. (2) The peptide sequence is LTQPLQQVTSLFSQV. The MHC is DRB4_0101 with pseudo-sequence DRB4_0103. The binding affinity (normalized) is 0.472. (3) The peptide sequence is EALIHQLKINPYVLS. The MHC is DRB3_0202 with pseudo-sequence DRB3_0202. The binding affinity (normalized) is 0.672. (4) The peptide sequence is ALSTPFLMEHTMPVT. The MHC is DRB3_0202 with pseudo-sequence DRB3_0202. The binding affinity (normalized) is 0.466.